This data is from Forward reaction prediction with 1.9M reactions from USPTO patents (1976-2016). The task is: Predict the product of the given reaction. (1) Given the reactants [Cl:1][C:2]1[CH:7]=[C:6]([CH2:8][NH:9][C:10]([C@@H:12]2[CH2:16][C@@H:15]([F:17])[CH2:14][NH:13]2)=[O:11])[CH:5]=[C:4]([C:18]2[CH:19]=[N:20][C:21]([C:24]([F:27])([F:26])[F:25])=[N:22][CH:23]=2)[N:3]=1.C(N(CC)CC)C.[F:35][C:36]1[CH:41]=[CH:40][C:39]([S:42](Cl)(=[O:44])=[O:43])=[CH:38][CH:37]=1, predict the reaction product. The product is: [Cl:1][C:2]1[CH:7]=[C:6]([CH2:8][NH:9][C:10]([C@@H:12]2[CH2:16][C@@H:15]([F:17])[CH2:14][N:13]2[S:42]([C:39]2[CH:40]=[CH:41][C:36]([F:35])=[CH:37][CH:38]=2)(=[O:44])=[O:43])=[O:11])[CH:5]=[C:4]([C:18]2[CH:23]=[N:22][C:21]([C:24]([F:25])([F:26])[F:27])=[N:20][CH:19]=2)[N:3]=1. (2) Given the reactants [CH3:1][C:2]1[CH:3]=[CH:4][C:5]([N:9]2[N:32]=[C:31]([CH3:33])/[C:12](=[N:13]/[NH:14][C:15]3[CH:16]=[CH:17][CH:18]=[C:19]([C:22]4[CH:23]=[CH:24][CH:25]=[C:26]([C:28]([OH:30])=[O:29])[CH:27]=4)[C:20]=3[OH:21])/[C:10]2=[O:11])=[CH:6][C:7]=1[CH3:8], predict the reaction product. The product is: [CH3:8][C:7]1[CH:6]=[C:5]([N:9]2[C:10](=[O:11])[C:12](=[N:13][NH:14][C:15]3[C:20]([OH:21])=[C:19]([C:22]4[CH:23]=[CH:24][CH:25]=[C:26]([C:28]([OH:30])=[O:29])[CH:27]=4)[CH:18]=[CH:17][CH:16]=3)[C:31]([CH3:33])=[N:32]2)[CH:4]=[CH:3][C:2]=1[CH3:1]. (3) Given the reactants [Cl:1][C:2]1[CH:7]=[C:6]([Cl:8])[CH:5]=[CH:4][C:3]=1[C:9]1[N:10]=[C:11](/[CH:14]=[CH:15]/[C:16]2[CH:21]=[CH:20][C:19]([N+:22]([O-:24])=[O:23])=[CH:18][CH:17]=2)[NH:12][CH:13]=1.[CH3:25][O:26][C:27]([C:29]1[CH:34]=[CH:33][C:32]([CH2:35]Br)=[CH:31][CH:30]=1)=[O:28], predict the reaction product. The product is: [CH3:25][O:26][C:27](=[O:28])[C:29]1[CH:34]=[CH:33][C:32]([CH2:35][N:12]2[CH:13]=[C:9]([C:3]3[CH:4]=[CH:5][C:6]([Cl:8])=[CH:7][C:2]=3[Cl:1])[N:10]=[C:11]2/[CH:14]=[CH:15]/[C:16]2[CH:21]=[CH:20][C:19]([N+:22]([O-:24])=[O:23])=[CH:18][CH:17]=2)=[CH:31][CH:30]=1. (4) Given the reactants [CH:1]1([CH2:4][N:5]2[CH:10]=[C:9]([C:11]3[CH:16]=[CH:15][CH:14]=[CH:13][CH:12]=3)[CH:8]=[C:7]([NH:17]C(=O)OCC3C=CC=CC=3)[C:6]2=[O:28])[CH2:3][CH2:2]1, predict the reaction product. The product is: [NH2:17][CH:7]1[CH2:8][CH:9]([C:11]2[CH:12]=[CH:13][CH:14]=[CH:15][CH:16]=2)[CH2:10][N:5]([CH2:4][CH:1]2[CH2:3][CH2:2]2)[C:6]1=[O:28]. (5) Given the reactants [CH3:1][C:2]1([C:7]2[N:8]=[C:9]([CH2:12][N:13]3[CH:17]=[CH:16][C:15]([NH2:18])=[N:14]3)[S:10][CH:11]=2)[O:6]CCO1.[F:19][C:20]1[CH:21]=[C:22]([C:26]2[O:30][C:29]([CH3:31])=[N:28][C:27]=2[C:32](O)=[O:33])[CH:23]=[CH:24][CH:25]=1, predict the reaction product. The product is: [C:2]([C:7]1[N:8]=[C:9]([CH2:12][N:13]2[CH:17]=[CH:16][C:15]([NH:18][C:32]([C:27]3[N:28]=[C:29]([CH3:31])[O:30][C:26]=3[C:22]3[CH:23]=[CH:24][CH:25]=[C:20]([F:19])[CH:21]=3)=[O:33])=[N:14]2)[S:10][CH:11]=1)(=[O:6])[CH3:1]. (6) Given the reactants Cl[CH2:2][C:3]1[CH:8]=[CH:7][C:6]([C:9]2[C:10]([NH:15][S:16]([C:19]3[CH:24]=[CH:23][CH:22]=[CH:21][C:20]=3[C:25]([F:28])([F:27])[F:26])(=[O:18])=[O:17])=[N:11][CH:12]=[CH:13][N:14]=2)=[CH:5][CH:4]=1.[CH2:29]1[O:38][C:37]2[CH:36]=[CH:35][C:33]([NH2:34])=[CH:32][C:31]=2[O:30]1, predict the reaction product. The product is: [O:38]1[C:37]2[CH:36]=[CH:35][C:33]([NH:34][CH2:2][C:3]3[CH:8]=[CH:7][C:6]([C:9]4[C:10]([NH:15][S:16]([C:19]5[CH:24]=[CH:23][CH:22]=[CH:21][C:20]=5[C:25]([F:28])([F:27])[F:26])(=[O:18])=[O:17])=[N:11][CH:12]=[CH:13][N:14]=4)=[CH:5][CH:4]=3)=[CH:32][C:31]=2[O:30][CH2:29]1. (7) Given the reactants [F:1][C:2]1[C:3]([F:12])=[CH:4][C:5]2[S:9][C:8]([NH2:10])=[N:7][C:6]=2[CH:11]=1.[F:13][C:14]1[CH:15]=[CH:16][C:17]([C:23]([F:26])([F:25])[F:24])=[C:18]([CH:22]=1)[C:19](Cl)=[O:20].Br[CH:28]([CH2:33][CH3:34])[C:29]([O:31]C)=[O:30].COC1C=CC2N=C(N)SC=2C=1.ClC1C=C(C=CC=1)C(Cl)=O.BrCC(OCC)=O, predict the reaction product. The product is: [F:1][C:2]1[C:3]([F:12])=[CH:4][C:5]2[S:9][C:8](=[N:10][C:19](=[O:20])[C:18]3[CH:22]=[C:14]([F:13])[CH:15]=[CH:16][C:17]=3[C:23]([F:26])([F:25])[F:24])[N:7]([CH:28]([CH2:33][CH3:34])[C:29]([OH:31])=[O:30])[C:6]=2[CH:11]=1. (8) Given the reactants [CH2:1]([O:8][C:9]1[CH:23]=[CH:22][C:21]([Cl:24])=[CH:20][C:10]=1[CH2:11][N:12]1[C:16]([CH3:17])=[CH:15][C:14]([CH:18]=O)=[N:13]1)[C:2]1[CH:7]=[CH:6][CH:5]=[CH:4][CH:3]=1.[CH3:25][O:26][C:27]([CH:29]=P(C1C=CC=CC=1)(C1C=CC=CC=1)C1C=CC=CC=1)=[O:28], predict the reaction product. The product is: [CH3:25][O:26][C:27](=[O:28])/[CH:29]=[CH:18]/[C:14]1[CH:15]=[C:16]([CH3:17])[N:12]([CH2:11][C:10]2[CH:20]=[C:21]([Cl:24])[CH:22]=[CH:23][C:9]=2[O:8][CH2:1][C:2]2[CH:7]=[CH:6][CH:5]=[CH:4][CH:3]=2)[N:13]=1.